From a dataset of Full USPTO retrosynthesis dataset with 1.9M reactions from patents (1976-2016). Predict the reactants needed to synthesize the given product. (1) Given the product [Cl:1][C:2]1[C:3]([C:8]([NH:20][C:21]2[CH:22]=[C:23]([O:24][C:25]3[CH:26]=[CH:27][C:28]4[N:29]([N:31]=[C:32]([NH:34][C:35]([CH:37]5[CH2:38][CH2:39]5)=[O:36])[N:33]=4)[CH:30]=3)[CH:40]=[CH:41][C:42]=2[CH3:43])=[O:10])=[N:4][N:5]([CH3:7])[CH:6]=1, predict the reactants needed to synthesize it. The reactants are: [Cl:1][C:2]1[C:3]([C:8]([OH:10])=O)=[N:4][N:5]([CH3:7])[CH:6]=1.O1CCCC1.S(Cl)(Cl)=O.[NH2:20][C:21]1[CH:22]=[C:23]([CH:40]=[CH:41][C:42]=1[CH3:43])[O:24][C:25]1[CH:26]=[CH:27][C:28]2[N:29]([N:31]=[C:32]([NH:34][C:35]([CH:37]3[CH2:39][CH2:38]3)=[O:36])[N:33]=2)[CH:30]=1. (2) Given the product [Cl:3][C:15]1[N:16]=[C:17]([NH:18][C:19]2[CH:24]=[CH:23][C:22]([O:25][CH:26]([CH3:27])[CH3:28])=[C:21]([F:29])[CH:20]=2)[N:12]([CH2:11][C:10]2[CH:9]=[CH:8][C:7]([Cl:6])=[CH:33][CH:32]=2)[C:13](=[O:31])[N:14]=1, predict the reactants needed to synthesize it. The reactants are: P(Cl)(Cl)([Cl:3])=O.[Cl:6][C:7]1[CH:33]=[CH:32][C:10]([CH2:11][N:12]2[C:17]([NH:18][C:19]3[CH:24]=[CH:23][C:22]([O:25][CH:26]([CH3:28])[CH3:27])=[C:21]([F:29])[CH:20]=3)=[N:16][C:15](=O)[NH:14][C:13]2=[O:31])=[CH:9][CH:8]=1.